This data is from Full USPTO retrosynthesis dataset with 1.9M reactions from patents (1976-2016). The task is: Predict the reactants needed to synthesize the given product. (1) Given the product [Br:1][C:2]1[CH:3]=[CH:4][C:5]([C:6]([C@H:8]2[CH2:10][C@H:9]2[C:11]([O:13][CH3:16])=[O:12])=[O:7])=[CH:14][CH:15]=1, predict the reactants needed to synthesize it. The reactants are: [Br:1][C:2]1[CH:15]=[CH:14][C:5]([C:6]([C@H:8]2[CH2:10][C@H:9]2[C:11]([OH:13])=[O:12])=[O:7])=[CH:4][CH:3]=1.[CH3:16]OC(OC)(C)C.Cl. (2) Given the product [Br:15][C:16]1[CH:17]=[C:18]([C:19]([N:1]2[CH2:6][CH2:5][O:4][C:3]3[CH:7]=[CH:8][C:9]4[C:14]([C:2]2=3)=[CH:13][CH:12]=[CH:11][CH:10]=4)=[O:20])[CH:22]=[C:23]([Br:26])[C:24]=1[OH:25], predict the reactants needed to synthesize it. The reactants are: [NH:1]1[CH2:6][CH2:5][O:4][C:3]2[CH:7]=[CH:8][C:9]3[C:14]([C:2]1=2)=[CH:13][CH:12]=[CH:11][CH:10]=3.[Br:15][C:16]1[CH:17]=[C:18]([CH:22]=[C:23]([Br:26])[C:24]=1[OH:25])[C:19](Cl)=[O:20].